Dataset: Catalyst prediction with 721,799 reactions and 888 catalyst types from USPTO. Task: Predict which catalyst facilitates the given reaction. (1) Reactant: [N:1]1([C:8]2[CH:13]=[C:12]([Cl:14])[N:11]=[C:10]([NH:15][CH:16]3[CH2:21][CH2:20][CH2:19][N:18]([C:22]([O:24][CH2:25][C:26]4[CH:31]=[CH:30][CH:29]=[CH:28][CH:27]=4)=[O:23])[CH:17]3[CH2:32][CH2:33][N:34]=[N+]=[N-])[N:9]=2)[CH2:7][CH2:6][CH2:5][CH2:4][CH2:3][CH2:2]1.O1CCCC1.C1(P(C2C=CC=CC=2)C2C=CC=CC=2)C=CC=CC=1. Product: [NH2:34][CH2:33][CH2:32][CH:17]1[CH:16]([NH:15][C:10]2[N:9]=[C:8]([N:1]3[CH2:7][CH2:6][CH2:5][CH2:4][CH2:3][CH2:2]3)[CH:13]=[C:12]([Cl:14])[N:11]=2)[CH2:21][CH2:20][CH2:19][N:18]1[C:22]([O:24][CH2:25][C:26]1[CH:27]=[CH:28][CH:29]=[CH:30][CH:31]=1)=[O:23]. The catalyst class is: 6. (2) The catalyst class is: 9. Reactant: [OH:1][C:2]1[CH:7]=[CH:6][C:5]([C:8]2[C:12]([NH:13][C:14](=[O:25])[O:15][CH:16]([C:18]3[CH:23]=[CH:22][CH:21]=[CH:20][C:19]=3[Cl:24])[CH3:17])=[CH:11][O:10][N:9]=2)=[CH:4][CH:3]=1.C(=O)([O-])[O-].[K+].[K+].Br[CH2:33][CH2:34][CH2:35][CH2:36][C:37]([O:39][CH2:40][CH3:41])=[O:38].O. Product: [Cl:24][C:19]1[CH:20]=[CH:21][CH:22]=[CH:23][C:18]=1[CH:16]([O:15][C:14]([NH:13][C:12]1[C:8]([C:5]2[CH:4]=[CH:3][C:2]([O:1][CH2:33][CH2:34][CH2:35][CH2:36][C:37]([O:39][CH2:40][CH3:41])=[O:38])=[CH:7][CH:6]=2)=[N:9][O:10][CH:11]=1)=[O:25])[CH3:17]. (3) Reactant: [F:1][C:2]([F:25])([F:24])[C:3]1[CH:23]=[CH:22][C:6]([C:7]([NH:9][C:10]2[C:14]3[CH:15]=[CH:16][CH:17]=[CH:18][C:13]=3[O:12][C:11]=2[C:19]([NH2:21])=[O:20])=O)=[CH:5][CH:4]=1.CC([O-])(C)C.[K+]. Product: [F:1][C:2]([F:25])([F:24])[C:3]1[CH:23]=[CH:22][C:6]([C:7]2[NH:21][C:19](=[O:20])[C:11]3[O:12][C:13]4[CH:18]=[CH:17][CH:16]=[CH:15][C:14]=4[C:10]=3[N:9]=2)=[CH:5][CH:4]=1. The catalyst class is: 664. (4) Reactant: C([NH:3][C:4]([C:7]1[CH:12]=[CH:11][C:10]([C:13]([C:15]([C:17]2[CH:22]=[CH:21][CH:20]=[CH:19][CH:18]=2)=[O:16])=[O:14])=[CH:9][CH:8]=1)([CH3:6])[CH3:5])=O.O.Cl. Product: [NH2:3][C:4]([C:7]1[CH:12]=[CH:11][C:10]([C:13]([C:15]([C:17]2[CH:18]=[CH:19][CH:20]=[CH:21][CH:22]=2)=[O:16])=[O:14])=[CH:9][CH:8]=1)([CH3:5])[CH3:6]. The catalyst class is: 15. (5) The catalyst class is: 35. Product: [Br:1][C:2]1[N:7]=[C:6]([CH2:8][C:10]#[N:12])[CH:5]=[CH:4][CH:3]=1. Reactant: [Br:1][C:2]1[N:7]=[C:6]([CH2:8]O)[CH:5]=[CH:4][CH:3]=1.[CH2:10]([N:12](CC)CC)C.CS(Cl)(=O)=O.[C-]#N.[K+].C1OCCOCCOCCOCCOCCOC1. (6) Reactant: [NH:1]1[C:5]2[CH:6]=[CH:7][CH:8]=[CH:9][C:4]=2[N:3]=[C:2]1[C:10]1[C:18]2[C:13](=[CH:14][CH:15]=[C:16]([N+:19]([O-])=O)[CH:17]=2)[N:12]([CH2:22][O:23][CH2:24][CH2:25][Si:26]([CH3:29])([CH3:28])[CH3:27])[N:11]=1.O.Cl. Product: [NH:3]1[C:4]2[CH:9]=[CH:8][CH:7]=[CH:6][C:5]=2[N:1]=[C:2]1[C:10]1[C:18]2[C:13](=[CH:14][CH:15]=[C:16]([NH2:19])[CH:17]=2)[N:12]([CH2:22][O:23][CH2:24][CH2:25][Si:26]([CH3:29])([CH3:28])[CH3:27])[N:11]=1. The catalyst class is: 186.